From a dataset of Catalyst prediction with 721,799 reactions and 888 catalyst types from USPTO. Predict which catalyst facilitates the given reaction. (1) Reactant: C([O:8][C:9]([C:11]1[N:12]=[C:13]([CH:16]([CH2:22][C:23]2[CH:28]=[CH:27][C:26]([O:29][CH2:30][CH2:31][C:32]3[CH:37]=[CH:36][CH:35]=[C:34]([NH:38][CH3:39])[N:33]=3)=[CH:25][CH:24]=2)[CH2:17][C:18]([O:20]C)=[O:19])[O:14][CH:15]=1)=[O:10])C1C=CC=CC=1.[Li+].[OH-].Cl. Product: [C:9]([C:11]1[N:12]=[C:13]([CH:16]([CH2:22][C:23]2[CH:28]=[CH:27][C:26]([O:29][CH2:30][CH2:31][C:32]3[CH:37]=[CH:36][CH:35]=[C:34]([NH:38][CH3:39])[N:33]=3)=[CH:25][CH:24]=2)[CH2:17][C:18]([OH:20])=[O:19])[O:14][CH:15]=1)([OH:10])=[O:8]. The catalyst class is: 20. (2) Reactant: Cl[C:2]1[N:3]=[N+:4]([O-:15])[C:5]2[CH:14]=[C:13]3[C:9]([CH2:10][CH2:11][CH2:12]3)=[CH:8][C:6]=2[N:7]=1.CCN(CC)CC.[CH3:23][O:24][CH:25]1[CH2:28][N:27]([CH2:29][CH2:30][CH2:31][NH2:32])[CH2:26]1. Product: [CH3:23][O:24][CH:25]1[CH2:28][N:27]([CH2:29][CH2:30][CH2:31][NH:32][C:2]2[N:3]=[N+:4]([O-:15])[C:5]3[CH:14]=[C:13]4[C:9]([CH2:10][CH2:11][CH2:12]4)=[CH:8][C:6]=3[N:7]=2)[CH2:26]1. The catalyst class is: 57. (3) Reactant: [CH3:1][O:2][C@@H:3]1[C@H:7]([OH:8])[C@@H:6]([CH2:9][OH:10])[O:5][C@H:4]1[N:11]1[CH:18]=[C:17]([CH3:19])[C:15]([NH2:16])=[N:14][C:12]1=[O:13].[C:20](O[C:20](=[O:27])[C:21]1[CH:26]=[CH:25][CH:24]=[CH:23][CH:22]=1)(=[O:27])[C:21]1[CH:26]=[CH:25][CH:24]=[CH:23][CH:22]=1. Product: [C:20]([NH:16][C:15]1[C:17]([CH3:19])=[CH:18][N:11]([C@@H:4]2[O:5][C@H:6]([CH2:9][OH:10])[C@@H:7]([OH:8])[C@H:3]2[O:2][CH3:1])[C:12](=[O:13])[N:14]=1)(=[O:27])[C:21]1[CH:26]=[CH:25][CH:24]=[CH:23][CH:22]=1. The catalyst class is: 3.